Predict the reaction yield, written as a fraction of the theoretical maximum amount of product (1.0 means a 100% yield; for example, 0.34 means a 34% yield). From a dataset of Reaction yield outcomes from USPTO patents with 853,638 reactions. The reactants are N(C(OCC)=O)=NC(OCC)=O.[Cl:13][C:14]1[CH:33]=[CH:32][C:17]([NH:18][C:19]2[C:28]3[C:23](=[CH:24][C:25]([OH:31])=[C:26]([O:29][CH3:30])[CH:27]=3)[N:22]=[CH:21][N:20]=2)=[C:16]([F:34])[CH:15]=1.O[CH2:36][CH2:37][CH2:38][N:39]1[C:44](=[O:45])[CH2:43][O:42][CH2:41][C:40]1=[O:46].C1(P(C2C=CC=CC=2)C2C=CC=CC=2)C=CC=CC=1. The catalyst is C(Cl)Cl. The product is [ClH:13].[Cl:13][C:14]1[CH:33]=[CH:32][C:17]([NH:18][C:19]2[C:28]3[C:23](=[CH:24][C:25]([O:31][CH2:36][CH2:37][CH2:38][N:39]4[C:44](=[O:45])[CH2:43][O:42][CH2:41][C:40]4=[O:46])=[C:26]([O:29][CH3:30])[CH:27]=3)[N:22]=[CH:21][N:20]=2)=[C:16]([F:34])[CH:15]=1. The yield is 0.100.